From a dataset of NCI-60 drug combinations with 297,098 pairs across 59 cell lines. Regression. Given two drug SMILES strings and cell line genomic features, predict the synergy score measuring deviation from expected non-interaction effect. (1) Cell line: MALME-3M. Drug 1: CN(C)N=NC1=C(NC=N1)C(=O)N. Synergy scores: CSS=15.0, Synergy_ZIP=-4.73, Synergy_Bliss=5.27, Synergy_Loewe=-4.36, Synergy_HSA=2.95. Drug 2: C1=CC(=CC=C1CCCC(=O)O)N(CCCl)CCCl. (2) Drug 1: CN(C)C1=NC(=NC(=N1)N(C)C)N(C)C. Drug 2: CC1=C(C=C(C=C1)C(=O)NC2=CC(=CC(=C2)C(F)(F)F)N3C=C(N=C3)C)NC4=NC=CC(=N4)C5=CN=CC=C5. Cell line: A549. Synergy scores: CSS=-0.724, Synergy_ZIP=2.16, Synergy_Bliss=5.29, Synergy_Loewe=1.78, Synergy_HSA=0.812. (3) Drug 1: CCCCCOC(=O)NC1=NC(=O)N(C=C1F)C2C(C(C(O2)C)O)O. Drug 2: C(CN)CNCCSP(=O)(O)O. Cell line: OVCAR-5. Synergy scores: CSS=-4.68, Synergy_ZIP=1.74, Synergy_Bliss=0.680, Synergy_Loewe=-3.65, Synergy_HSA=-3.33. (4) Drug 1: CCC1(CC2CC(C3=C(CCN(C2)C1)C4=CC=CC=C4N3)(C5=C(C=C6C(=C5)C78CCN9C7C(C=CC9)(C(C(C8N6C)(C(=O)OC)O)OC(=O)C)CC)OC)C(=O)OC)O.OS(=O)(=O)O. Drug 2: C1=CC=C(C=C1)NC(=O)CCCCCCC(=O)NO. Cell line: LOX IMVI. Synergy scores: CSS=-1.19, Synergy_ZIP=0.903, Synergy_Bliss=1.37, Synergy_Loewe=-2.43, Synergy_HSA=-2.15.